From a dataset of Forward reaction prediction with 1.9M reactions from USPTO patents (1976-2016). Predict the product of the given reaction. (1) The product is: [C:18]([O:17][C:16]([NH:15][C@@H:8]([C:9]1[CH:14]=[CH:13][CH:12]=[CH:11][CH:10]=1)[C:4]1[CH:3]=[C:2]([CH:7]=[CH:6][CH:5]=1)[O:1][CH2:45][CH:42]1[CH2:43][CH2:44][N:39]([C:37]([O:36][CH2:29][C:30]2[CH:31]=[CH:32][CH:33]=[CH:34][CH:35]=2)=[O:38])[CH2:40][CH2:41]1)=[O:22])([CH3:19])([CH3:21])[CH3:20]. Given the reactants [OH:1][C:2]1[CH:3]=[C:4]([C@@H:8]([NH:15][C:16](=[O:22])[O:17][C:18]([CH3:21])([CH3:20])[CH3:19])[C:9]2[CH:14]=[CH:13][CH:12]=[CH:11][CH:10]=2)[CH:5]=[CH:6][CH:7]=1.C(=O)([O-])[O-].[Cs+].[Cs+].[CH2:29]([O:36][C:37]([N:39]1[CH2:44][CH2:43][CH:42]([CH2:45]OS(C2C=CC(C)=CC=2)(=O)=O)[CH2:41][CH2:40]1)=[O:38])[C:30]1[CH:35]=[CH:34][CH:33]=[CH:32][CH:31]=1, predict the reaction product. (2) Given the reactants [NH2:1][C:2]1[C:11]2[N:12]=[CH:13][N:14]([CH:15]([CH2:33][CH3:34])[CH2:16][O:17][CH2:18][CH2:19][CH:20]3[CH2:25][CH2:24][N:23](C(OC(C)(C)C)=O)[CH2:22][CH2:21]3)[C:10]=2[C:9]2[CH:8]=[CH:7][CH:6]=[CH:5][C:4]=2[N:3]=1.Cl, predict the reaction product. The product is: [NH:23]1[CH2:24][CH2:25][CH:20]([CH2:19][CH2:18][O:17][CH2:16][CH:15]([N:14]2[C:10]3[C:9]4[CH:8]=[CH:7][CH:6]=[CH:5][C:4]=4[N:3]=[C:2]([NH2:1])[C:11]=3[N:12]=[CH:13]2)[CH2:33][CH3:34])[CH2:21][CH2:22]1. (3) Given the reactants B(Br)(Br)Br.C[O:6][C:7]1[CH:12]=[CH:11][C:10]([C:13]2[C:17]3[CH2:18][C:19]4[S:20][CH:21]=[CH:22][C:23]=4[C:16]=3[NH:15][N:14]=2)=[CH:9][CH:8]=1, predict the reaction product. The product is: [S:20]1[CH:21]=[CH:22][C:23]2[C:16]3[NH:15][N:14]=[C:13]([C:10]4[CH:11]=[CH:12][C:7]([OH:6])=[CH:8][CH:9]=4)[C:17]=3[CH2:18][C:19]1=2.